Task: Predict the product of the given reaction.. Dataset: Forward reaction prediction with 1.9M reactions from USPTO patents (1976-2016) (1) Given the reactants [NH2:1][C:2]1[C:3]([F:22])=[C:4]([C:18]([F:21])=[CH:19][CH:20]=1)[C:5]([C:7]1[C:15]2[C:10](=[N:11][CH:12]=[C:13]([C:16]#[N:17])[CH:14]=2)[NH:9][CH:8]=1)=[O:6].[F:23][C:24]1[CH:29]=[CH:28][C:27]([F:30])=[CH:26][C:25]=1[S:31](Cl)(=[O:33])=[O:32].Cl, predict the reaction product. The product is: [C:16]([C:13]1[CH:14]=[C:15]2[C:7]([C:5]([C:4]3[C:3]([F:22])=[C:2]([NH:1][S:31]([C:25]4[CH:26]=[C:27]([F:30])[CH:28]=[CH:29][C:24]=4[F:23])(=[O:33])=[O:32])[CH:20]=[CH:19][C:18]=3[F:21])=[O:6])=[CH:8][NH:9][C:10]2=[N:11][CH:12]=1)#[N:17]. (2) Given the reactants FC(F)(F)C1C=C(NC(=O)NC2C=CC(C3SC(CCC(OC)=O)=NC=3)=CC=2)C=CC=1.[F:32][C:33]([F:56])([F:55])[S:34]([N:37]1[CH2:42][CH2:41][CH:40]([C:43]2[S:44][C:45]([C:48]3[CH:54]=[CH:53][C:51]([NH2:52])=[CH:50][CH:49]=3)=[CH:46][N:47]=2)[CH2:39][CH2:38]1)(=[O:36])=[O:35].[F:57][C:58]1[CH:63]=[C:62]([F:64])[C:61]([F:65])=[CH:60][C:59]=1[N:66]=[C:67]=[O:68], predict the reaction product. The product is: [F:56][C:33]([F:32])([F:55])[S:34]([N:37]1[CH2:42][CH2:41][CH:40]([C:43]2[S:44][C:45]([C:48]3[CH:54]=[CH:53][C:51]([NH:52][C:67]([NH:66][C:59]4[CH:60]=[C:61]([F:65])[C:62]([F:64])=[CH:63][C:58]=4[F:57])=[O:68])=[CH:50][CH:49]=3)=[CH:46][N:47]=2)[CH2:39][CH2:38]1)(=[O:35])=[O:36].